The task is: Predict the reaction yield, written as a fraction of the theoretical maximum amount of product (1.0 means a 100% yield; for example, 0.34 means a 34% yield).. This data is from Reaction yield outcomes from USPTO patents with 853,638 reactions. The reactants are [Cl:1][C:2]1[CH:3]=[C:4]2[C:10]([C:11]3[N:16]=[C:15]([NH:17][C@H:18]4[CH2:22][CH2:21][N:20](S(C)(=O)=O)[CH2:19]4)[C:14]([F:27])=[CH:13][N:12]=3)=[CH:9][NH:8][C:5]2=[N:6][CH:7]=1.[C:28](Cl)(=[O:30])[CH3:29]. No catalyst specified. The product is [Cl:1][C:2]1[CH:3]=[C:4]2[C:10]([C:11]3[N:16]=[C:15]([NH:17][C@H:18]4[CH2:22][CH2:21][N:20]([C:28](=[O:30])[CH3:29])[CH2:19]4)[C:14]([F:27])=[CH:13][N:12]=3)=[CH:9][NH:8][C:5]2=[N:6][CH:7]=1. The yield is 0.180.